Dataset: Full USPTO retrosynthesis dataset with 1.9M reactions from patents (1976-2016). Task: Predict the reactants needed to synthesize the given product. (1) Given the product [Br:8][C:6]1[CH:5]=[N:4][C:3]2[C:9]([OH:11])=[N:12][C:13]([OH:14])=[N:1][C:2]=2[CH:7]=1, predict the reactants needed to synthesize it. The reactants are: [NH2:1][C:2]1[C:3]([C:9]([OH:11])=O)=[N:4][CH:5]=[C:6]([Br:8])[CH:7]=1.[NH2:12][C:13](N)=[O:14]. (2) Given the product [C:1]1([C:26]2[CH:31]=[CH:30][CH:29]=[CH:28][CH:27]=2)[CH:6]=[CH:5][C:4]([C:7]2[N:12]=[C:11]3[CH:13]=[C:14]([C:35]4[CH:36]=[C:37]([CH:41]=[CH:42][CH:43]=4)[C:38]([OH:40])=[O:39])[N:15]([CH2:16][O:17][CH2:18][CH2:19][Si:20]([CH3:22])([CH3:21])[CH3:23])[C:10]3=[CH:9][C:8]=2[Cl:25])=[CH:3][CH:2]=1, predict the reactants needed to synthesize it. The reactants are: [C:1]1([C:26]2[CH:31]=[CH:30][CH:29]=[CH:28][CH:27]=2)[CH:6]=[CH:5][C:4]([C:7]2[N:12]=[C:11]3[CH:13]=[C:14](Cl)[N:15]([CH2:16][O:17][CH2:18][CH2:19][Si:20]([CH3:23])([CH3:22])[CH3:21])[C:10]3=[CH:9][C:8]=2[Cl:25])=[CH:3][CH:2]=1.B([C:35]1[CH:36]=[C:37]([CH:41]=[CH:42][CH:43]=1)[C:38]([OH:40])=[O:39])(O)O.C([O-])([O-])=O.[Na+].[Na+]. (3) Given the product [CH3:3][N:4]1[CH:8]=[CH:7][C:6]([CH3:9])=[C:5]1[C:10]1[N:14]([C:15]2[CH:20]=[CH:19][C:18]([OH:21])=[CH:17][C:16]=2[F:22])[N:13]=[C:12]([CH3:23])[C:11]=1[C:24](=[N:1][OH:2])[NH2:25], predict the reactants needed to synthesize it. The reactants are: [NH2:1][OH:2].[CH3:3][N:4]1[CH:8]=[CH:7][C:6]([CH3:9])=[C:5]1[C:10]1[N:14]([C:15]2[CH:20]=[CH:19][C:18]([OH:21])=[CH:17][C:16]=2[F:22])[N:13]=[C:12]([CH3:23])[C:11]=1[C:24]#[N:25]. (4) Given the product [CH2:10]([O:17][C:18]1[C:25]([CH3:26])=[CH:24][C:21]([C:22]([OH:29])=[O:23])=[CH:20][C:19]=1[CH3:27])[C:11]1[CH:16]=[CH:15][CH:14]=[CH:13][CH:12]=1, predict the reactants needed to synthesize it. The reactants are: CC(=CC)C.Cl([O-])=O.[Na+].[CH2:10]([O:17][C:18]1[C:25]([CH3:26])=[CH:24][C:21]([CH:22]=[O:23])=[CH:20][C:19]=1[CH3:27])[C:11]1[CH:16]=[CH:15][CH:14]=[CH:13][CH:12]=1.P([O-])(O)(O)=[O:29].[K+]. (5) Given the product [CH:17]([C:18]1([CH3:19])[NH:1][C:2]2[CH:6]=[C:5]([C:7]3[CH:8]=[CH:9][N:10]=[CH:11][CH:12]=3)[S:4][C:3]=2[C:13](=[O:14])[NH:15]1)([CH3:21])[CH3:16], predict the reactants needed to synthesize it. The reactants are: [NH2:1][C:2]1[CH:6]=[C:5]([C:7]2[CH:12]=[CH:11][N:10]=[CH:9][CH:8]=2)[S:4][C:3]=1[C:13]([NH2:15])=[O:14].[CH3:16][CH:17]([CH3:21])[C:18](=O)[CH3:19].O.C1(C)C=CC(S(O)(=O)=O)=CC=1.C(=O)([O-])O.[Na+].